From a dataset of CYP2D6 inhibition data for predicting drug metabolism from PubChem BioAssay. Regression/Classification. Given a drug SMILES string, predict its absorption, distribution, metabolism, or excretion properties. Task type varies by dataset: regression for continuous measurements (e.g., permeability, clearance, half-life) or binary classification for categorical outcomes (e.g., BBB penetration, CYP inhibition). Dataset: cyp2d6_veith. The compound is CCOC(=O)CCN1C(=O)[C@H]2CC[C@H]3/C(=N\OCc4ccccc4)C[C@@H](O)[C@@H](O)[C@@H]3[C@@H]2C1=O. The result is 0 (non-inhibitor).